This data is from Full USPTO retrosynthesis dataset with 1.9M reactions from patents (1976-2016). The task is: Predict the reactants needed to synthesize the given product. Given the product [Cl:1][C:2]1[CH:3]=[CH:4][C:5]([CH:8]2[CH2:12][N:11]([C:35]([C:34]3[CH:33]=[N:32][C:31]([C:29]#[N:30])=[CH:39][CH:38]=3)=[O:36])[CH2:10][CH:9]2[N:13]([CH3:28])[C:14](=[O:27])[C:15]2[CH:20]=[CH:19][C:18]([O:21][CH3:22])=[C:17]([C:23]([F:24])([F:25])[F:26])[CH:16]=2)=[CH:6][CH:7]=1, predict the reactants needed to synthesize it. The reactants are: [Cl:1][C:2]1[CH:7]=[CH:6][C:5]([CH:8]2[CH2:12][NH:11][CH2:10][CH:9]2[N:13]([CH3:28])[C:14](=[O:27])[C:15]2[CH:20]=[CH:19][C:18]([O:21][CH3:22])=[C:17]([C:23]([F:26])([F:25])[F:24])[CH:16]=2)=[CH:4][CH:3]=1.[C:29]([C:31]1[CH:39]=[CH:38][C:34]([C:35](O)=[O:36])=[CH:33][N:32]=1)#[N:30].